From a dataset of Catalyst prediction with 721,799 reactions and 888 catalyst types from USPTO. Predict which catalyst facilitates the given reaction. (1) Reactant: [F:1][CH:2]([F:19])[O:3][C:4]1[CH:9]=[CH:8][C:7]([C:10]#[C:11][C:12]2[CH:13]=[C:14]([CH:16]=[CH:17][CH:18]=2)[NH2:15])=[CH:6][CH:5]=1.N1C=CC=CC=1.[CH2:26]([S:28](Cl)(=[O:30])=[O:29])[CH3:27].O. Product: [F:1][CH:2]([F:19])[O:3][C:4]1[CH:5]=[CH:6][C:7]([C:10]#[C:11][C:12]2[CH:13]=[C:14]([NH:15][S:28]([CH2:26][CH3:27])(=[O:30])=[O:29])[CH:16]=[CH:17][CH:18]=2)=[CH:8][CH:9]=1. The catalyst class is: 2. (2) Reactant: [OH:1][C:2]1[CH:7]=[CH:6][C:5]([C@@H:8]([C:15]2[N:16]([CH3:20])[N:17]=[N:18][CH:19]=2)[CH2:9][C:10]([O:12]CC)=[O:11])=[CH:4][CH:3]=1.Br[CH2:22][C:23]1[CH:24]=[C:25]2[C:30](=[CH:31][CH:32]=1)[C:29]([CH3:34])([CH3:33])[CH2:28][CH2:27][C:26]2([CH3:36])[CH3:35].C(=O)([O-])[O-].[Cs+].[Cs+].[Li+].[OH-]. Product: [CH3:20][N:16]1[C:15]([C@H:8]([C:5]2[CH:4]=[CH:3][C:2]([O:1][CH2:22][C:23]3[CH:32]=[CH:31][C:30]4[C:29]([CH3:34])([CH3:33])[CH2:28][CH2:27][C:26]([CH3:36])([CH3:35])[C:25]=4[CH:24]=3)=[CH:7][CH:6]=2)[CH2:9][C:10]([OH:12])=[O:11])=[CH:19][N:18]=[N:17]1. The catalyst class is: 18. (3) Reactant: [CH3:1][O:2][C:3]([C:5]1[CH:10]=[CH:9][N:8]2[CH:11]=[N:12][CH:13]=[C:7]2[C:6]=1Cl)=[O:4].[Br:15][C:16]1[CH:22]=[CH:21][C:19]([NH2:20])=[C:18]([Cl:23])[CH:17]=1.C1(P(C2CCCCC2)C2C=CC=CC=2C2C(OC(C)C)=CC=CC=2OC(C)C)CCCCC1.[O-]P([O-])([O-])=O.[K+].[K+].[K+]. Product: [CH3:1][O:2][C:3]([C:5]1[CH:10]=[CH:9][N:8]2[CH:11]=[N:12][CH:13]=[C:7]2[C:6]=1[NH:20][C:19]1[CH:21]=[CH:22][C:16]([Br:15])=[CH:17][C:18]=1[Cl:23])=[O:4]. The catalyst class is: 101. (4) Reactant: [CH3:1][N:2]([C:4]1[CH:5]=[C:6]([O:10][CH2:11][CH2:12][CH2:13][Si:14]([O:19][CH3:20])(OC)OC)[CH:7]=[CH:8][CH:9]=1)[CH3:3].[CH2:21]([Mg]Cl)[CH2:22][CH3:23].O1C[CH2:29][CH2:28][CH2:27]1. Product: [CH3:3][N:2]([C:4]1[CH:5]=[C:6]([O:10][CH2:11][CH2:12][CH2:13][Si:14]([CH2:27][CH2:28][CH3:29])([CH2:21][CH2:22][CH3:23])[O:19][CH3:20])[CH:7]=[CH:8][CH:9]=1)[CH3:1]. The catalyst class is: 27. (5) Reactant: [Cl:1][C:2]1[N:3]=[C:4]([NH:22][CH3:23])[C:5]2[C:10](I)=[CH:9][N:8]([S:12]([C:15]3[CH:21]=[CH:20][C:18]([CH3:19])=[CH:17][CH:16]=3)(=[O:14])=[O:13])[C:6]=2[N:7]=1.[N:24]1[CH:29]=[CH:28][CH:27]=[C:26](B(O)O)[CH:25]=1.C([O-])([O-])=O.[Na+].[Na+]. Product: [Cl:1][C:2]1[N:3]=[C:4]([NH:22][CH3:23])[C:5]2[C:10]([C:26]3[CH:25]=[N:24][CH:29]=[CH:28][CH:27]=3)=[CH:9][N:8]([S:12]([C:15]3[CH:21]=[CH:20][C:18]([CH3:19])=[CH:17][CH:16]=3)(=[O:14])=[O:13])[C:6]=2[N:7]=1. The catalyst class is: 551. (6) Reactant: [O:1]=[C:2]1[CH2:6][CH2:5][CH2:4][N:3]1[C:7]1[CH:8]=[C:9]([CH:13]=[C:14]([O:16][CH2:17][CH2:18][CH2:19][CH2:20][CH3:21])[CH:15]=1)[C:10]([OH:12])=O.C1C=CC2N(O)N=NC=2C=1.CCN=C=NCCCN(C)C.Cl.Cl.[CH2:45]([O:52][C:53](=[O:67])[NH:54][CH2:55][C@@H:56]([OH:66])[C@@H:57]([NH2:65])[CH2:58][C:59]1[CH:64]=[CH:63][CH:62]=[CH:61][CH:60]=1)[C:46]1[CH:51]=[CH:50][CH:49]=[CH:48][CH:47]=1. Product: [CH2:45]([O:52][C:53](=[O:67])[NH:54][CH2:55][C@@H:56]([OH:66])[C@@H:57]([NH:65][C:10]([C:9]1[CH:13]=[C:14]([O:16][CH2:17][CH2:18][CH2:19][CH2:20][CH3:21])[CH:15]=[C:7]([N:3]2[CH2:4][CH2:5][CH2:6][C:2]2=[O:1])[CH:8]=1)=[O:12])[CH2:58][C:59]1[CH:64]=[CH:63][CH:62]=[CH:61][CH:60]=1)[C:46]1[CH:47]=[CH:48][CH:49]=[CH:50][CH:51]=1. The catalyst class is: 2. (7) Reactant: [F:1][C:2]1[C:10]([C:11]([F:14])([F:13])[F:12])=[CH:9][CH:8]=[CH:7][C:3]=1[C:4](O)=[O:5].C(Cl)(=O)C(Cl)=O.Cl.[CH3:22][NH:23][O:24][CH3:25].N1C=CC=CC=1. Product: [F:1][C:2]1[C:10]([C:11]([F:14])([F:13])[F:12])=[CH:9][CH:8]=[CH:7][C:3]=1[C:4]([N:23]([O:24][CH3:25])[CH3:22])=[O:5]. The catalyst class is: 59. (8) Reactant: C(OC([N:6]1[CH2:11][CH2:10][C:9]2[O:12][C:13]3[C:18]([O:19][CH3:20])=[CH:17][CH:16]=[C:15]([C:21]([OH:23])=[O:22])[C:14]=3[C:8]=2[CH2:7]1)=O)C.[OH-].[K+]. Product: [CH3:20][O:19][C:18]1[C:13]2[O:12][C:9]3[CH2:10][CH2:11][NH:6][CH2:7][C:8]=3[C:14]=2[C:15]([C:21]([OH:23])=[O:22])=[CH:16][CH:17]=1. The catalyst class is: 24. (9) Reactant: Cl[C:2]1[NH:17][C:5]2=[N:6][CH:7]=[C:8]([C:10]3[CH:15]=[CH:14][CH:13]=[C:12]([F:16])[CH:11]=3)[CH:9]=[C:4]2[CH:3]=1.CCN(CC)CC.CO. Product: [F:16][C:12]1[CH:11]=[C:10]([C:8]2[CH:9]=[C:4]3[CH:3]=[CH:2][NH:17][C:5]3=[N:6][CH:7]=2)[CH:15]=[CH:14][CH:13]=1. The catalyst class is: 123. (10) Product: [CH:23]1([C:2]2[C:3]([C:16]3[CH:21]=[CH:20][C:19]([F:22])=[CH:18][CH:17]=3)=[N:4][C:5]([O:13][CH2:14][CH3:15])=[C:6]([CH:12]=2)[C:7]([O:9][CH2:10][CH3:11])=[O:8])[CH2:25][CH2:24]1. The catalyst class is: 720. Reactant: Br[C:2]1[C:3]([C:16]2[CH:21]=[CH:20][C:19]([F:22])=[CH:18][CH:17]=2)=[N:4][C:5]([O:13][CH2:14][CH3:15])=[C:6]([CH:12]=1)[C:7]([O:9][CH2:10][CH3:11])=[O:8].[CH:23]1(B(O)O)[CH2:25][CH2:24]1.C1(P(C2CCCCC2)C2C=CC=CC=2C2C(OC)=CC=CC=2OC)CCCCC1.C(=O)([O-])[O-].[Na+].[Na+].